This data is from Catalyst prediction with 721,799 reactions and 888 catalyst types from USPTO. The task is: Predict which catalyst facilitates the given reaction. (1) Reactant: [CH2:1]([O:3][C:4]1[CH:5]=[C:6]([CH:12]([NH:25][C:26]2[CH:31]=[CH:30][C:29]([C:32]3[N:36]=C(C)O[N:33]=3)=[CH:28][CH:27]=2)[C:13]2[NH:14][C:15](=[O:24])[N:16]([C:18]3[N:23]=[CH:22][CH:21]=[CH:20][N:19]=3)[N:17]=2)[CH:7]=[CH:8][C:9]=1[O:10][CH3:11])[CH3:2].O.[C:39]([OH:42])(=[O:41])[CH3:40]. Product: [C:39]([OH:42])(=[O:41])[CH3:40].[CH2:1]([O:3][C:4]1[CH:5]=[C:6]([CH:12]([NH:25][C:26]2[CH:27]=[CH:28][C:29]([C:32]([NH2:36])=[NH:33])=[CH:30][CH:31]=2)[C:13]2[NH:14][C:15](=[O:24])[N:16]([C:18]3[N:19]=[CH:20][CH:21]=[CH:22][N:23]=3)[N:17]=2)[CH:7]=[CH:8][C:9]=1[O:10][CH3:11])[CH3:2]. The catalyst class is: 415. (2) Reactant: [CH2:1]([O:3][CH:4]([O:13][CH2:14][CH3:15])[C:5]1[CH:6]=[C:7]([CH:10]=[CH:11][CH:12]=1)[CH2:8]Br)[CH3:2].[F:16][C:17]([F:30])([F:29])[C:18]1[CH:19]=[C:20]([OH:28])[CH:21]=[C:22]([C:24]([F:27])([F:26])[F:25])[CH:23]=1.C([O-])([O-])=O.[K+].[K+].O. Product: [CH2:1]([O:3][CH:4]([O:13][CH2:14][CH3:15])[C:5]1[CH:6]=[C:7]([CH:10]=[CH:11][CH:12]=1)[CH2:8][O:28][C:20]1[CH:21]=[C:22]([C:24]([F:25])([F:26])[F:27])[CH:23]=[C:18]([C:17]([F:16])([F:29])[F:30])[CH:19]=1)[CH3:2]. The catalyst class is: 3. (3) Reactant: [CH3:1][O:2][C:3](=[O:16])[C:4]1[CH:9]=[CH:8][CH:7]=[C:6]([O:10][C@@H:11]([C:13]([OH:15])=O)[CH3:12])[CH:5]=1.[NH2:17][C:18]1[CH:25]=[CH:24][C:21]([C:22]#[N:23])=[CH:20][CH:19]=1.P(Cl)(Cl)(Cl)=O. Product: [CH3:1][O:2][C:3](=[O:16])[C:4]1[CH:9]=[CH:8][CH:7]=[C:6]([O:10][C@@H:11]([C:13](=[O:15])[NH:17][C:18]2[CH:25]=[CH:24][C:21]([C:22]#[N:23])=[CH:20][CH:19]=2)[CH3:12])[CH:5]=1. The catalyst class is: 228. (4) Reactant: [CH:1]([C:4]1[CH:9]=[CH:8][C:7]([CH:10]2[C:14]3[C:15]([CH3:30])=[C:16]([NH:21][C:22](=[O:29])OCC(Cl)(Cl)Cl)[C:17]([CH3:20])=[C:18]([CH3:19])[C:13]=3[O:12][CH2:11]2)=[CH:6][CH:5]=1)([CH3:3])[CH3:2].[NH2:31][CH2:32][CH2:33][CH2:34][OH:35]. Product: [OH:35][CH2:34][CH2:33][CH2:32][NH:31][C:22]([NH:21][C:16]1[C:17]([CH3:20])=[C:18]([CH3:19])[C:13]2[O:12][CH2:11][CH:10]([C:7]3[CH:6]=[CH:5][C:4]([CH:1]([CH3:2])[CH3:3])=[CH:9][CH:8]=3)[C:14]=2[C:15]=1[CH3:30])=[O:29]. The catalyst class is: 195. (5) Reactant: [Br:1][C:2]1[C:10]2[C:6](=[N:7]S[N:9]=2)[C:5]([Br:11])=[CH:4][CH:3]=1.[BH4-].[Na+].O. Product: [Br:1][C:2]1[C:10]([NH2:9])=[C:6]([NH2:7])[C:5]([Br:11])=[CH:4][CH:3]=1. The catalyst class is: 8. (6) Reactant: [Cl:1][C:2]1[CH:3]=[C:4]2[C:9](=[CH:10][CH:11]=1)[CH:8]=[N:7][C:6]([C:12]([O:14]C)=[O:13])=[CH:5]2.[OH-].[K+].O. Product: [Cl:1][C:2]1[CH:3]=[C:4]2[C:9](=[CH:10][CH:11]=1)[CH:8]=[N:7][C:6]([C:12]([OH:14])=[O:13])=[CH:5]2. The catalyst class is: 14. (7) Reactant: [CH2:1]([O:8][C:9]1[CH:34]=[CH:33][C:12]([O:13][CH:14]2[CH2:19][CH2:18][N:17]([C:20]([NH:22][C:23]3[CH:32]=[CH:31][C:26]([C:27]([O:29]C)=[O:28])=[CH:25][CH:24]=3)=[O:21])[CH2:16][CH2:15]2)=[CH:11][CH:10]=1)[C:2]1[CH:7]=[CH:6][CH:5]=[CH:4][CH:3]=1.CO.[OH-].[Na+]. Product: [CH2:1]([O:8][C:9]1[CH:10]=[CH:11][C:12]([O:13][CH:14]2[CH2:15][CH2:16][N:17]([C:20]([NH:22][C:23]3[CH:24]=[CH:25][C:26]([C:27]([OH:29])=[O:28])=[CH:31][CH:32]=3)=[O:21])[CH2:18][CH2:19]2)=[CH:33][CH:34]=1)[C:2]1[CH:3]=[CH:4][CH:5]=[CH:6][CH:7]=1. The catalyst class is: 1. (8) Reactant: [NH2:1][C:2]1[CH:3]=[C:4]([CH:21]=[CH:22][C:23]=1[O:24][CH:25]1[CH2:27][CH2:26]1)[C:5]([NH:7][C:8]1[CH:9]=[N:10][C:11]([C:14]2[CH:19]=[CH:18][CH:17]=[CH:16][C:15]=2[F:20])=[CH:12][CH:13]=1)=[O:6].Cl.[N:29]1([C:35]2([C:38](O)=[O:39])[CH2:37][CH2:36]2)[CH2:34][CH2:33][O:32][CH2:31][CH2:30]1.C(N(C(C)C)C(C)C)C.C1CN([P+](ON2N=NC3C=CC=CC2=3)(N2CCCC2)N2CCCC2)CC1.F[P-](F)(F)(F)(F)F. Product: [CH:25]1([O:24][C:23]2[CH:22]=[CH:21][C:4]([C:5]([NH:7][C:8]3[CH:9]=[N:10][C:11]([C:14]4[CH:19]=[CH:18][CH:17]=[CH:16][C:15]=4[F:20])=[CH:12][CH:13]=3)=[O:6])=[CH:3][C:2]=2[NH:1][C:38]([C:35]2([N:29]3[CH2:34][CH2:33][O:32][CH2:31][CH2:30]3)[CH2:37][CH2:36]2)=[O:39])[CH2:26][CH2:27]1. The catalyst class is: 3.